From a dataset of Full USPTO retrosynthesis dataset with 1.9M reactions from patents (1976-2016). Predict the reactants needed to synthesize the given product. Given the product [Cl:21][C:22]1[S:26][C:25]([CH2:27][CH2:28][S:29]([NH:1][C@H:2]2[CH2:6][CH2:5][N:4]([C@H:7]([C:12]([N:14]3[CH2:15][CH2:16][O:17][CH2:18][CH2:19]3)=[O:13])[CH2:8][CH2:9][O:10][CH3:11])[C:3]2=[O:20])(=[O:31])=[O:30])=[CH:24][CH:23]=1, predict the reactants needed to synthesize it. The reactants are: [NH2:1][C@H:2]1[CH2:6][CH2:5][N:4]([C@H:7]([C:12]([N:14]2[CH2:19][CH2:18][O:17][CH2:16][CH2:15]2)=[O:13])[CH2:8][CH2:9][O:10][CH3:11])[C:3]1=[O:20].[Cl:21][C:22]1[S:26][C:25]([CH2:27][CH2:28][S:29](Cl)(=[O:31])=[O:30])=[CH:24][CH:23]=1.